From a dataset of Full USPTO retrosynthesis dataset with 1.9M reactions from patents (1976-2016). Predict the reactants needed to synthesize the given product. (1) Given the product [O:25]=[S:21]1(=[O:24])[CH2:20][CH:19]=[C:18]([C:14]2[C:15]([F:17])=[CH:16][C:11]([N:7]3[CH2:6][C@H:5]([CH2:4][NH2:1])[O:9][C:8]3=[O:10])=[CH:12][C:13]=2[F:26])[CH2:23][CH2:22]1, predict the reactants needed to synthesize it. The reactants are: [N:1]([CH2:4][C@H:5]1[O:9][C:8](=[O:10])[N:7]([C:11]2[CH:16]=[C:15]([F:17])[C:14]([C:18]3[CH2:19][CH2:20][S:21](=[O:25])(=[O:24])[CH2:22][CH:23]=3)=[C:13]([F:26])[CH:12]=2)[CH2:6]1)=[N+]=[N-].C1(P(C2C=CC=CC=2)C2C=CC=CC=2)C=CC=CC=1. (2) Given the product [I:12][C:2]1[C:11]2[C:6](=[CH:7][CH:8]=[CH:9][N:10]=2)[N:5]=[CH:4][CH:3]=1, predict the reactants needed to synthesize it. The reactants are: Br[C:2]1[C:11]2[C:6](=[CH:7][CH:8]=[CH:9][N:10]=2)[N:5]=[CH:4][CH:3]=1.[I-:12].[Na+].CN[C@@H]1CCCC[C@H]1NC.[Cl-].[NH4+].